From a dataset of NCI-60 drug combinations with 297,098 pairs across 59 cell lines. Regression. Given two drug SMILES strings and cell line genomic features, predict the synergy score measuring deviation from expected non-interaction effect. Drug 1: C1=C(C(=O)NC(=O)N1)F. Drug 2: CC1CCC2CC(C(=CC=CC=CC(CC(C(=O)C(C(C(=CC(C(=O)CC(OC(=O)C3CCCCN3C(=O)C(=O)C1(O2)O)C(C)CC4CCC(C(C4)OC)OP(=O)(C)C)C)C)O)OC)C)C)C)OC. Cell line: SW-620. Synergy scores: CSS=41.2, Synergy_ZIP=0.0528, Synergy_Bliss=2.85, Synergy_Loewe=6.55, Synergy_HSA=8.01.